From a dataset of NCI-60 drug combinations with 297,098 pairs across 59 cell lines. Regression. Given two drug SMILES strings and cell line genomic features, predict the synergy score measuring deviation from expected non-interaction effect. (1) Drug 1: CC1=C(C(CCC1)(C)C)C=CC(=CC=CC(=CC(=O)O)C)C. Drug 2: CNC(=O)C1=NC=CC(=C1)OC2=CC=C(C=C2)NC(=O)NC3=CC(=C(C=C3)Cl)C(F)(F)F. Cell line: COLO 205. Synergy scores: CSS=15.2, Synergy_ZIP=6.51, Synergy_Bliss=6.31, Synergy_Loewe=8.65, Synergy_HSA=5.48. (2) Drug 1: C1C(C(OC1N2C=NC3=C(N=C(N=C32)Cl)N)CO)O. Drug 2: C1CNP(=O)(OC1)N(CCCl)CCCl. Cell line: HCC-2998. Synergy scores: CSS=59.1, Synergy_ZIP=-2.54, Synergy_Bliss=-6.74, Synergy_Loewe=-58.4, Synergy_HSA=-6.33.